The task is: Predict the product of the given reaction.. This data is from Forward reaction prediction with 1.9M reactions from USPTO patents (1976-2016). (1) Given the reactants [N+:1]([C:4]1[CH:9]=[CH:8][CH:7]=[CH:6][C:5]=1[OH:10])([O-:3])=[O:2].[F-].[Cs+].S(C1C=CC([N+]([O-])=O)=CC=1)(O[CH2:17][C@H:18]1[O:20][CH2:19]1)(=O)=O.O, predict the reaction product. The product is: [N+:1]([C:4]1[CH:9]=[CH:8][CH:7]=[CH:6][C:5]=1[O:10][CH2:17][C@H:18]1[O:20][CH2:19]1)([O-:3])=[O:2]. (2) Given the reactants [CH2:1]([C:3]1[C:7]2[C:8]([O:12][C:13]3[N:18]=[CH:17][C:16]([NH:19][C:20]([C@H:22]([NH:25]C(=O)OC(C)(C)C)[CH2:23][CH3:24])=[O:21])=[CH:15][CH:14]=3)=[CH:9][CH:10]=[CH:11][C:6]=2[O:5][N:4]=1)[CH3:2].C(O)(C(F)(F)F)=O, predict the reaction product. The product is: [NH2:25][C@H:22]([CH2:23][CH3:24])[C:20]([NH:19][C:16]1[CH:17]=[N:18][C:13]([O:12][C:8]2[C:7]3[C:3]([CH2:1][CH3:2])=[N:4][O:5][C:6]=3[CH:11]=[CH:10][CH:9]=2)=[CH:14][CH:15]=1)=[O:21]. (3) Given the reactants [Cl:1][C:2]1[CH:7]=[CH:6][C:5]([C@:8]2([O:17][C@H:16]([CH2:18][OH:19])[C@@H:14]([OH:15])[C@H:12]([OH:13])[C@H:10]2[OH:11])[OH:9])=[CH:4][C:3]=1[CH2:20][C:21]1[CH:26]=[CH:25][C:24]([OH:27])=[CH:23][CH:22]=1.Br[C:29]1([C:34]([O:36][CH3:37])=[O:35])[CH2:33][CH2:32][CH2:31][CH2:30]1.[I-].[K+].C(=O)([O-])[O-].[K+].[K+], predict the reaction product. The product is: [Cl:1][C:2]1[CH:7]=[CH:6][C:5]([C@:8]2([O:17][C@H:16]([CH2:18][OH:19])[C@@H:14]([OH:15])[C@H:12]([OH:13])[C@H:10]2[OH:11])[OH:9])=[CH:4][C:3]=1[CH2:20][C:21]1[CH:22]=[CH:23][C:24]([O:27][C:29]2([C:34]([O:36][CH3:37])=[O:35])[CH2:33][CH2:32][CH2:31][CH2:30]2)=[CH:25][CH:26]=1. (4) Given the reactants [CH3:1][O:2][C:3]1[CH:4]=[C:5]([CH:12]=[CH:13][C:14]=1[N+:15]([O-])=O)[C:6]([O:8][CH2:9][CH:10]=[CH2:11])=[O:7].Cl[Sn]Cl, predict the reaction product. The product is: [NH2:15][C:14]1[CH:13]=[CH:12][C:5]([C:6]([O:8][CH2:9][CH:10]=[CH2:11])=[O:7])=[CH:4][C:3]=1[O:2][CH3:1]. (5) Given the reactants [CH2:1](Br)[CH:2]=[CH:3][C:4]1[CH:9]=[CH:8][CH:7]=[CH:6][CH:5]=1.CN(C)C=O.[C:16]([NH:23][S:24]([NH2:27])(=[O:26])=[O:25])([O:18][C:19]([CH3:22])([CH3:21])[CH3:20])=[O:17].C(=O)([O-])[O-].[K+].[K+], predict the reaction product. The product is: [CH2:1]([N:23]([S:24](=[O:25])(=[O:26])[NH2:27])[C:16](=[O:17])[O:18][C:19]([CH3:22])([CH3:21])[CH3:20])[CH:2]=[CH:3][C:4]1[CH:9]=[CH:8][CH:7]=[CH:6][CH:5]=1. (6) Given the reactants [CH3:1][O:2][CH2:3][C:4]1[S:8][C:7]([NH2:9])=[N:6][N:5]=1.[C:10](O[C:10]([O:12][C:13]([CH3:16])([CH3:15])[CH3:14])=[O:11])([O:12][C:13]([CH3:16])([CH3:15])[CH3:14])=[O:11], predict the reaction product. The product is: [CH3:1][O:2][CH2:3][C:4]1[S:8][C:7]([NH:9][C:10](=[O:11])[O:12][C:13]([CH3:16])([CH3:15])[CH3:14])=[N:6][N:5]=1. (7) Given the reactants C(OC(=O)[NH:7][C:8]1[CH:13]=[C:12]([N:14]2[CH2:19][CH2:18][CH2:17][CH2:16][CH2:15]2)[C:11]([C:20]#[N:21])=[CH:10][C:9]=1[NH:22][C:23](=[O:39])[CH2:24][C:25]([C:27]1[CH:32]=[CH:31][CH:30]=[C:29]([C:33]2[O:37][N:36]=[C:35]([CH3:38])[CH:34]=2)[CH:28]=1)=O)(C)(C)C.C(O)(C(F)(F)F)=O, predict the reaction product. The product is: [CH3:38][C:35]1[CH:34]=[C:33]([C:29]2[CH:28]=[C:27]([C:25]3[CH2:24][C:23](=[O:39])[NH:22][C:9]4[CH:10]=[C:11]([C:20]#[N:21])[C:12]([N:14]5[CH2:19][CH2:18][CH2:17][CH2:16][CH2:15]5)=[CH:13][C:8]=4[N:7]=3)[CH:32]=[CH:31][CH:30]=2)[O:37][N:36]=1. (8) Given the reactants [O:1]1[CH:5]=[CH:4][C:3]([C:6]2[CH:30]=[CH:29][C:9]([O:10][C:11]3[CH:16]=[CH:15][C:14]([S:17]([CH:20]4[CH:25]([C:26]([OH:28])=O)[NH:24][CH2:23][CH2:22][S:21]4)(=[O:19])=[O:18])=[CH:13][CH:12]=3)=[CH:8][CH:7]=2)=[CH:2]1.[Si](O[NH2:49])(C(C)(C)C)(C1C=CC=CC=1)C1C=CC=CC=1.C(Cl)CCl, predict the reaction product. The product is: [O:1]1[CH:5]=[CH:4][C:3]([C:6]2[CH:30]=[CH:29][C:9]([O:10][C:11]3[CH:12]=[CH:13][C:14]([S:17]([CH:20]4[CH:25]([C:26]([NH2:49])=[O:28])[NH:24][CH2:23][CH2:22][S:21]4)(=[O:18])=[O:19])=[CH:15][CH:16]=3)=[CH:8][CH:7]=2)=[CH:2]1.